The task is: Regression. Given two drug SMILES strings and cell line genomic features, predict the synergy score measuring deviation from expected non-interaction effect.. This data is from NCI-60 drug combinations with 297,098 pairs across 59 cell lines. (1) Drug 1: C1CC2CC3=C(CC1C24CN(S(=O)(=O)N4)CC(F)(F)F)C=CC(=C3)C=CCN5CCC(CC5)C(F)(F)F. Drug 2: CN1C=C(C=N1)C2=C3N=C(C(=C(N3N=C2)N)Br)C4CCCNC4. Cell line: HCT116. Synergy scores: CSS=42.8, Synergy_ZIP=-0.671, Synergy_Bliss=2.07, Synergy_Loewe=1.52, Synergy_HSA=4.24. (2) Drug 1: CC1=C(N=C(N=C1N)C(CC(=O)N)NCC(C(=O)N)N)C(=O)NC(C(C2=CN=CN2)OC3C(C(C(C(O3)CO)O)O)OC4C(C(C(C(O4)CO)O)OC(=O)N)O)C(=O)NC(C)C(C(C)C(=O)NC(C(C)O)C(=O)NCCC5=NC(=CS5)C6=NC(=CS6)C(=O)NCCC[S+](C)C)O. Drug 2: CC1=C(C(=O)C2=C(C1=O)N3CC4C(C3(C2COC(=O)N)OC)N4)N. Cell line: NCI-H522. Synergy scores: CSS=40.6, Synergy_ZIP=-13.9, Synergy_Bliss=-11.5, Synergy_Loewe=-1.88, Synergy_HSA=0.447.